Task: Predict the reactants needed to synthesize the given product.. Dataset: Full USPTO retrosynthesis dataset with 1.9M reactions from patents (1976-2016) (1) Given the product [Si:1]([O:8][CH2:9][C:10]1[CH:15]=[CH:14][N:13]=[C:12]([CH2:16][NH:18][CH2:19][CH2:20][CH2:21][CH2:22][N:23]([CH3:25])[CH3:24])[CH:11]=1)([C:4]([CH3:7])([CH3:6])[CH3:5])([CH3:3])[CH3:2], predict the reactants needed to synthesize it. The reactants are: [Si:1]([O:8][CH2:9][C:10]1[CH:15]=[CH:14][N:13]=[C:12]([CH:16]=O)[CH:11]=1)([C:4]([CH3:7])([CH3:6])[CH3:5])([CH3:3])[CH3:2].[NH2:18][CH2:19][CH2:20][CH2:21][CH2:22][N:23]([CH3:25])[CH3:24]. (2) Given the product [CH3:1][C:2]1[C:7]([O:8][CH2:9][C:10]([F:13])([F:11])[F:12])=[CH:6][CH:5]=[N:4][C:3]=1[CH2:14][S+:15]([O-:16])[C:17]1[NH:21][C:20]2[CH:22]=[CH:23][CH:24]=[CH:25][C:19]=2[N:18]=1, predict the reactants needed to synthesize it. The reactants are: [CH3:1][C:2]1[C:3]([CH2:14][S@:15]([C:17]2[NH:21][C:20]3[CH:22]=[CH:23][CH:24]=[CH:25][C:19]=3[N:18]=2)=[O:16])=[N:4][CH:5]=[CH:6][C:7]=1[O:8][CH2:9][C:10]([F:13])([F:12])[F:11].C(O)CCCO.ClCCl.C(OC(C)C)(C)C. (3) The reactants are: [CH2:1]([O:3][C:4]([C:6]1[C:10]([CH3:11])=[C:9]([CH:12]=O)[S:8][C:7]=1[NH:14][C:15](=[O:28])[C:16]1[CH:21]=[CH:20][CH:19]=[C:18]([CH2:22][N:23]([CH2:26][CH3:27])[CH2:24][CH3:25])[CH:17]=1)=[O:5])[CH3:2].[C:29](O)(=O)[CH3:30].C(O[BH-](O[C:43](=O)[CH3:44])OC(=O)C)(=O)C.[Na+].C(=O)([O-])O.[Na+].[CH3:52][N:53](C)C=O. Given the product [CH2:1]([O:3][C:4]([C:6]1[C:10]([CH3:11])=[C:9]([CH2:12][N:53]2[CH2:30][CH2:29][CH2:44][CH2:43][CH2:52]2)[S:8][C:7]=1[NH:14][C:15](=[O:28])[C:16]1[CH:21]=[CH:20][CH:19]=[C:18]([CH2:22][N:23]([CH2:24][CH3:25])[CH2:26][CH3:27])[CH:17]=1)=[O:5])[CH3:2], predict the reactants needed to synthesize it. (4) Given the product [Cl:13][C:10]1[C:9]2[C:4](=[CH:5][C:6]([F:15])=[CH:7][C:8]=2[F:14])[N:3]=[C:2]([C:18]2[C:17]([CH3:16])=[CH:22][CH:21]=[CH:20][N:19]=2)[C:11]=1[CH3:12], predict the reactants needed to synthesize it. The reactants are: Cl[C:2]1[C:11]([CH3:12])=[C:10]([Cl:13])[C:9]2[C:4](=[CH:5][C:6]([F:15])=[CH:7][C:8]=2[F:14])[N:3]=1.[CH3:16][C:17]1[C:18]([Sn](CCCC)(CCCC)CCCC)=[N:19][CH:20]=[CH:21][CH:22]=1. (5) Given the product [Br:1][C:2]1[C:3]([O:10][C:11]2[CH:16]=[CH:15][N:14]=[C:13]([C:30]3[CH:29]=[N:28][N:27]([CH3:26])[CH:31]=3)[CH:12]=2)=[CH:4][C:5]([F:9])=[C:6]([CH:8]=1)[NH2:7], predict the reactants needed to synthesize it. The reactants are: [Br:1][C:2]1[C:3]([O:10][C:11]2[CH:16]=[CH:15][N:14]=[C:13](Cl)[CH:12]=2)=[CH:4][C:5]([F:9])=[C:6]([CH:8]=1)[NH2:7].[O-]P([O-])([O-])=O.[K+].[K+].[K+].[CH3:26][N:27]1[CH:31]=[C:30](B2OC(C)(C)C(C)(C)O2)[CH:29]=[N:28]1.